From a dataset of hERG Central: cardiac toxicity at 1µM, 10µM, and general inhibition. Predict hERG channel inhibition at various concentrations. (1) The compound is Cc1ccc(CNC(=O)CCC2CCCN(Cc3ccc4cccc(F)c4n3)C2)o1. Results: hERG_inhib (hERG inhibition (general)): blocker. (2) The compound is CCOc1ccc2nc(N(CCCN(C)C)C(=O)c3ccc(S(=O)(=O)N4CCCC4)cc3)sc2c1.Cl. Results: hERG_inhib (hERG inhibition (general)): blocker. (3) The compound is CCN1CCN(Cc2cccc(Oc3ccc(Cl)cc3)c2)CC1. Results: hERG_inhib (hERG inhibition (general)): blocker. (4) The compound is CCc1cccc(NC(=O)c2cnn(-c3ccccc3)c2C)c1. Results: hERG_inhib (hERG inhibition (general)): blocker. (5) The compound is Cc1ccc(-n2nc3c(=O)n(C(C)C(=O)NCCCc4ccccc4)nc(C)c3c2C)cc1. Results: hERG_inhib (hERG inhibition (general)): blocker. (6) The molecule is CN(C)CCOc1ccc2c(c1)Sc1ccccc1CC2=O.Cl. Results: hERG_inhib (hERG inhibition (general)): blocker. (7) The molecule is O=C(c1ccc(Cl)cc1)C1CCCN(Cc2cnn(-c3ccccc3)c2)C1. Results: hERG_inhib (hERG inhibition (general)): blocker.